Dataset: Reaction yield outcomes from USPTO patents with 853,638 reactions. Task: Predict the reaction yield, written as a fraction of the theoretical maximum amount of product (1.0 means a 100% yield; for example, 0.34 means a 34% yield). (1) The reactants are [NH2:1][N:2]1[CH2:7][CH2:6][CH2:5][CH2:4][CH2:3]1.C(N(CC)CC)C.[Cl:15][C:16]1[CH:21]=[CH:20][C:19]([CH:22]2[N:26]([C:27]3[CH:32]=[CH:31][C:30]([Cl:33])=[CH:29][C:28]=3[Cl:34])[N:25]=[C:24]([C:35](Cl)=[O:36])[CH2:23]2)=[CH:18][CH:17]=1. The catalyst is C(Cl)Cl. The product is [N:2]1([NH:1][C:35]([C:24]2[CH2:23][CH:22]([C:19]3[CH:20]=[CH:21][C:16]([Cl:15])=[CH:17][CH:18]=3)[N:26]([C:27]3[CH:32]=[CH:31][C:30]([Cl:33])=[CH:29][C:28]=3[Cl:34])[N:25]=2)=[O:36])[CH2:7][CH2:6][CH2:5][CH2:4][CH2:3]1. The yield is 0.570. (2) The reactants are [CH:1](=[O:5])/[CH:2]=[CH:3]/[CH3:4].[NH:6]1[C:14]2[C:9](=[CH:10][CH:11]=[CH:12][CH:13]=2)[CH:8]=[CH:7]1.[N+](C1C=C([N+]([O-])=O)C=CC=1C(O)=O)([O-])=O.C([C@@H]1N[C@H](C(C)(C)C)N(C)C1=O)C1C=CC=CC=1. The yield is 0.720. The catalyst is C(Cl)Cl.C(O)(C)C. The product is [NH:6]1[C:14]2[C:9](=[CH:10][CH:11]=[CH:12][CH:13]=2)[C:8]([C@H:3]([CH3:4])[CH2:2][CH:1]=[O:5])=[CH:7]1. (3) The reactants are [CH2:1]([O:8][C:9]1[CH:14]=[C:13]([O:15][CH2:16][C:17]2[CH:22]=[CH:21][CH:20]=[CH:19][CH:18]=2)[C:12]([C:23]([CH3:26])([CH3:25])[CH3:24])=[CH:11][C:10]=1[C:27](=[O:29])C)[C:2]1[CH:7]=[CH:6][CH:5]=[CH:4][CH:3]=1.[OH-:30].[Na+].BrBr. The catalyst is O1CCOCC1.O. The product is [CH2:1]([O:8][C:9]1[CH:14]=[C:13]([O:15][CH2:16][C:17]2[CH:22]=[CH:21][CH:20]=[CH:19][CH:18]=2)[C:12]([C:23]([CH3:24])([CH3:26])[CH3:25])=[CH:11][C:10]=1[C:27]([OH:29])=[O:30])[C:2]1[CH:7]=[CH:6][CH:5]=[CH:4][CH:3]=1. The yield is 0.790. (4) The reactants are [Br:1][CH2:2][C:3]1[CH:11]=[CH:10][CH:9]=[CH:8][C:4]=1[C:5]([OH:7])=[O:6].[CH2:12](O)[C:13]([Cl:16])([Cl:15])[Cl:14].C(Cl)CCl.Cl. The catalyst is CN(C1C=CN=CC=1)C.C(Cl)Cl.O. The product is [Cl:14][C:13]([Cl:16])([Cl:15])[CH2:12][O:6][C:5](=[O:7])[C:4]1[CH:8]=[CH:9][CH:10]=[CH:11][C:3]=1[CH2:2][Br:1]. The yield is 0.500. (5) The reactants are [F:1][C:2]1[CH:3]=[CH:4][C:5]([OH:11])=[C:6]([C:8](=[O:10])[CH3:9])[CH:7]=1.[CH3:12][C:13](=O)[CH3:14].N1CCCC1.CCOC(C)=O. The catalyst is CO. The product is [F:1][C:2]1[CH:7]=[C:6]2[C:5](=[CH:4][CH:3]=1)[O:11][C:13]([CH3:14])([CH3:12])[CH2:9][C:8]2=[O:10]. The yield is 0.560. (6) The reactants are Cl.CCOCC.[Cl:7][C:8]1[CH:13]=[CH:12][C:11]([C:14]2[CH:19]=[CH:18][N:17]([C:20]3[CH:28]=[C:27]4[C:23]([C:24]5[CH2:33][CH2:32][N:31]([CH3:34])[CH2:30][C:25]=5[N:26]4[CH3:29])=[CH:22][CH:21]=3)[C:16](=[O:35])[CH:15]=2)=[C:10]([O:36][CH3:37])[CH:9]=1. The catalyst is C(Cl)Cl. The product is [ClH:7].[Cl:7][C:8]1[CH:13]=[CH:12][C:11]([C:14]2[CH:19]=[CH:18][N:17]([C:20]3[CH:28]=[C:27]4[C:23]([C:24]5[CH2:33][CH2:32][N:31]([CH3:34])[CH2:30][C:25]=5[N:26]4[CH3:29])=[CH:22][CH:21]=3)[C:16](=[O:35])[CH:15]=2)=[C:10]([O:36][CH3:37])[CH:9]=1. The yield is 0.680. (7) The product is [Br:1][C:2]1[CH:7]=[C:6]([CH3:8])[C:5]([O:9][CH3:11])=[C:4]([F:10])[CH:3]=1. The catalyst is C(#N)C.ClCCl. The reactants are [Br:1][C:2]1[CH:7]=[C:6]([CH3:8])[C:5]([OH:9])=[C:4]([F:10])[CH:3]=1.[C:11](=O)([O-])[O-].[K+].[K+].IC. The yield is 0.410. (8) The reactants are [F:1][CH2:2][CH2:3][N:4]1[CH2:9][CH2:8][N:7]([C:10]2[CH:11]=[N:12][C:13]([N+:16]([O-])=O)=[CH:14][CH:15]=2)[CH2:6][CH2:5]1. The catalyst is C(O)C. The product is [F:1][CH2:2][CH2:3][N:4]1[CH2:5][CH2:6][N:7]([C:10]2[CH:15]=[CH:14][C:13]([NH2:16])=[N:12][CH:11]=2)[CH2:8][CH2:9]1. The yield is 1.00. (9) The reactants are Cl.[F:2][C:3]1([F:8])[CH2:7][CH2:6][NH:5][CH2:4]1.CCN(C(C)C)C(C)C.Cl[CH2:19][CH2:20][S:21](Cl)(=[O:23])=[O:22]. The catalyst is CC#N.CCOCC. The product is [F:2][C:3]1([F:8])[CH2:7][CH2:6][N:5]([S:21]([CH:20]=[CH2:19])(=[O:23])=[O:22])[CH2:4]1. The yield is 0.270.